From a dataset of Catalyst prediction with 721,799 reactions and 888 catalyst types from USPTO. Predict which catalyst facilitates the given reaction. (1) Reactant: [CH:1]1[C:6]([F:7])=[CH:5][C:4]2[CH2:8][CH2:9][CH:10]([CH:12]([OH:29])[CH2:13][NH:14][CH2:15][CH:16]([OH:28])[CH:17]3[O:26][C:25]4[CH:24]=[CH:23][C:22]([F:27])=[CH:21][C:20]=4[CH2:19][CH2:18]3)[O:11][C:3]=2[CH:2]=1.[ClH:30]. Product: [CH:23]1[C:22]([F:27])=[CH:21][C:20]2[CH2:19][CH2:18][CH:17]([CH:16]([OH:28])[CH2:15][NH:14][CH2:13][CH:12]([OH:29])[CH:10]3[O:11][C:3]4[CH:2]=[CH:1][C:6]([F:7])=[CH:5][C:4]=4[CH2:8][CH2:9]3)[O:26][C:25]=2[CH:24]=1.[ClH:30]. The catalyst class is: 5. (2) Reactant: [O:1]1CCO[CH:2]1[CH2:6][CH2:7][CH2:8][C:9]1[C:10]([CH:24]([CH3:26])[CH3:25])=[N:11][N:12]([C:14]2[CH:19]=[CH:18][C:17]([C:20]([F:23])([F:22])[F:21])=[CH:16][N:15]=2)[CH:13]=1.Cl.O1CCCC1. Product: [CH:24]([C:10]1[C:9]([CH2:8][CH2:7][CH2:6][CH:2]=[O:1])=[CH:13][N:12]([C:14]2[CH:19]=[CH:18][C:17]([C:20]([F:21])([F:23])[F:22])=[CH:16][N:15]=2)[N:11]=1)([CH3:26])[CH3:25]. The catalyst class is: 5. (3) Reactant: Br[C:2]1[C:7]([N+:8]([O-:10])=[O:9])=[CH:6][C:5]([Br:11])=[CH:4][N:3]=1.[Cl:12][C:13]1[C:18]([F:19])=[CH:17][C:16](B2OC(C)(C)C(C)(C)O2)=[CH:15][C:14]=1[F:29].[O-]P([O-])([O-])=O.[K+].[K+].[K+]. Product: [Br:11][C:5]1[CH:6]=[C:7]([N+:8]([O-:10])=[O:9])[C:2]([C:16]2[CH:17]=[C:18]([F:19])[C:13]([Cl:12])=[C:14]([F:29])[CH:15]=2)=[N:3][CH:4]=1. The catalyst class is: 450. (4) The catalyst class is: 9. Reactant: [C:1]([C:9]1[CH:17]=[CH:16][CH:15]=[CH:14][C:10]=1[C:11]([OH:13])=O)(=[O:8])[C:2]1[CH:7]=[CH:6][CH:5]=[CH:4][CH:3]=1.C(Cl)(=O)C(Cl)=O.C(Cl)Cl.C(N(CC)CC)C.[C:34]1([CH:40]([C:61]2[CH:66]=[CH:65][CH:64]=[CH:63][CH:62]=2)[CH2:41][N:42]([CH3:60])[C:43](=[O:59])[CH:44]([NH:51][CH2:52][CH2:53][C:54]2[N:55]=[CH:56][NH:57][CH:58]=2)[C:45]2[CH:50]=[CH:49][CH:48]=[CH:47][CH:46]=2)[CH:39]=[CH:38][CH:37]=[CH:36][CH:35]=1. Product: [C:1]([C:9]1[CH:17]=[CH:16][CH:15]=[CH:14][C:10]=1[C:11]([N:51]([CH:44]([C:43](=[O:59])[N:42]([CH2:41][CH:40]([C:34]1[CH:39]=[CH:38][CH:37]=[CH:36][CH:35]=1)[C:61]1[CH:62]=[CH:63][CH:64]=[CH:65][CH:66]=1)[CH3:60])[C:45]1[CH:50]=[CH:49][CH:48]=[CH:47][CH:46]=1)[CH2:52][CH2:53][C:54]1[N:55]=[CH:56][NH:57][CH:58]=1)=[O:13])(=[O:8])[C:2]1[CH:3]=[CH:4][CH:5]=[CH:6][CH:7]=1. (5) Reactant: Cl[C:2]1[C:3]2[N:4]([CH:10]=[CH:11][CH:12]=2)[N:5]=[CH:6][C:7]=1[C:8]#[N:9].Cl.[O:14]1[CH2:19][CH2:18][CH2:17][CH:16]([NH2:20])[CH2:15]1.CCN(C(C)C)C(C)C. Product: [O:14]1[CH2:19][CH2:18][CH2:17][CH:16]([NH:20][C:2]2[C:3]3[N:4]([CH:10]=[CH:11][CH:12]=3)[N:5]=[CH:6][C:7]=2[C:8]#[N:9])[CH2:15]1. The catalyst class is: 3.